Dataset: Peptide-MHC class I binding affinity with 185,985 pairs from IEDB/IMGT. Task: Regression. Given a peptide amino acid sequence and an MHC pseudo amino acid sequence, predict their binding affinity value. This is MHC class I binding data. (1) The peptide sequence is YTKFWYVNH. The MHC is HLA-A03:01 with pseudo-sequence HLA-A03:01. The binding affinity (normalized) is 0.146. (2) The peptide sequence is QKDINTPGY. The MHC is HLA-B07:02 with pseudo-sequence HLA-B07:02. The binding affinity (normalized) is 0.0847. (3) The peptide sequence is RQLESRLGY. The MHC is HLA-A02:01 with pseudo-sequence HLA-A02:01. The binding affinity (normalized) is 0.0847. (4) The binding affinity (normalized) is 0.246. The MHC is HLA-A02:03 with pseudo-sequence HLA-A02:03. The peptide sequence is STVDVRNIV. (5) The peptide sequence is LAYFPVFRFLNGS. The MHC is HLA-B35:01 with pseudo-sequence HLA-B35:01. The binding affinity (normalized) is 0.